From a dataset of Reaction yield outcomes from USPTO patents with 853,638 reactions. Predict the reaction yield, written as a fraction of the theoretical maximum amount of product (1.0 means a 100% yield; for example, 0.34 means a 34% yield). (1) The yield is 0.730. The catalyst is C1COCC1.CN(C=O)C.C1(C)C=CC=CC=1. The reactants are [CH2:1]([O:8][C:9]1[CH:17]=[CH:16][CH:15]=[CH:14][C:10]=1[C:11]([OH:13])=O)[C:2]1[CH:7]=[CH:6][CH:5]=[CH:4][CH:3]=1.C(Cl)(=O)C(Cl)=O.[Cl:24][C:25]1[C:30]([NH2:31])=[CH:29][CH:28]=[C:27]([C:32]([F:35])([F:34])[F:33])[N:26]=1.C(N(CC)CC)C. The product is [CH2:1]([O:8][C:9]1[CH:17]=[CH:16][CH:15]=[CH:14][C:10]=1[C:11]([NH:31][C:30]1[C:25]([Cl:24])=[N:26][C:27]([C:32]([F:34])([F:33])[F:35])=[CH:28][CH:29]=1)=[O:13])[C:2]1[CH:3]=[CH:4][CH:5]=[CH:6][CH:7]=1. (2) The reactants are [Br:1][C:2]1[CH:3]=[CH:4][C:5]([CH2:8][N:9]2[CH2:13][C:12](=[O:14])[NH:11][C:10]2=[O:15])=[N:6][CH:7]=1.[CH3:16]OC(OC)(N(C)C)C. The catalyst is C1(C)C=CC=CC=1. The product is [Br:1][C:2]1[CH:3]=[CH:4][C:5]([CH2:8][N:9]2[CH2:13][C:12](=[O:14])[N:11]([CH3:16])[C:10]2=[O:15])=[N:6][CH:7]=1. The yield is 0.840. (3) The reactants are [CH2:1]([O:3][C:4](/[CH:6]=[CH:7]/[C:8]1[C:17]([O:18][CH3:19])=[C:16]2[C:11]([CH:12]=[N:13][C:14]([N:20]([CH2:23][CH3:24])[CH2:21][CH3:22])=[N:15]2)=[C:10]([C:25]2[CH:26]=[N:27][CH:28]=[C:29]([Cl:31])[CH:30]=2)[CH:9]=1)=[O:5])[CH3:2].[BH4-].[Na+].O. The catalyst is C(O)C.C1COCC1. The product is [CH2:1]([O:3][C:4]([CH2:6][CH2:7][C:8]1[C:17]([O:18][CH3:19])=[C:16]2[C:11]([CH:12]=[N:13][C:14]([N:20]([CH2:21][CH3:22])[CH2:23][CH3:24])=[N:15]2)=[C:10]([C:25]2[CH:26]=[N:27][CH:28]=[C:29]([Cl:31])[CH:30]=2)[CH:9]=1)=[O:5])[CH3:2]. The yield is 0.260. (4) The reactants are C([O:5][C:6]([CH:8]1[CH:12]([C:13]2[CH:18]=[CH:17][C:16]([Cl:19])=[C:15]([Cl:20])[CH:14]=2)[C:11]([C:23]2[CH:28]=[CH:27][C:26]([Cl:29])=[CH:25][C:24]=2[F:30])([C:21]#[N:22])[CH:10]([CH2:31][C:32]([CH3:35])([CH3:34])[CH3:33])[NH:9]1)=[O:7])(C)(C)C.[F:36][C:37]([F:42])([F:41])[C:38]([OH:40])=[O:39]. The catalyst is ClCCl. The product is [F:36][C:37]([F:42])([F:41])[C:38]([OH:40])=[O:39].[Cl:29][C:26]1[CH:27]=[CH:28][C:23]([C:11]2([C:21]#[N:22])[CH:10]([CH2:31][C:32]([CH3:35])([CH3:33])[CH3:34])[NH:9][CH:8]([C:6]([OH:7])=[O:5])[CH:12]2[C:13]2[CH:18]=[CH:17][C:16]([Cl:19])=[C:15]([Cl:20])[CH:14]=2)=[C:24]([F:30])[CH:25]=1. The yield is 0.960. (5) The reactants are [CH3:1][C:2]1[CH:11]=[CH:10][C:9]2[C:4](=[CH:5][CH:6]=[CH:7][C:8]=2[N:12]2[CH2:17][CH2:16][N:15]([CH2:18][CH2:19][C:20]3[CH:21]=[C:22]([CH:24]=[CH:25][CH:26]=3)[NH2:23])[CH2:14][CH2:13]2)[N:3]=1.[CH3:27][C:28]([CH3:34])([CH3:33])[CH2:29][C:30](Cl)=[O:31]. No catalyst specified. The product is [CH3:27][C:28]([CH3:34])([CH3:33])[CH2:29][C:30]([NH:23][C:22]1[CH:24]=[CH:25][CH:26]=[C:20]([CH2:19][CH2:18][N:15]2[CH2:14][CH2:13][N:12]([C:8]3[CH:7]=[CH:6][CH:5]=[C:4]4[C:9]=3[CH:10]=[CH:11][C:2]([CH3:1])=[N:3]4)[CH2:17][CH2:16]2)[CH:21]=1)=[O:31]. The yield is 0.620. (6) The product is [C:1]([O:5][C:6]([N:8]([C:13]1[CH:14]=[CH:15][C:16]([CH2:17][N:18]([CH3:26])[CH2:19][C:20]([OH:22])=[O:21])=[CH:27][CH:28]=1)[S:9]([CH3:12])(=[O:11])=[O:10])=[O:7])([CH3:4])([CH3:2])[CH3:3]. The catalyst is C1COCC1.O. The yield is 0.890. The reactants are [C:1]([O:5][C:6]([N:8]([C:13]1[CH:28]=[CH:27][C:16]([CH2:17][N:18]([CH3:26])[CH2:19][C:20]([O:22]CC=C)=[O:21])=[CH:15][CH:14]=1)[S:9]([CH3:12])(=[O:11])=[O:10])=[O:7])([CH3:4])([CH3:3])[CH3:2].[Li+].[OH-]. (7) The reactants are [CH2:1]([C@@H:5]([C:12]([N:14]1[CH2:18][CH2:17][CH2:16][C@H:15]1[C:19]([O:21][C:22]([CH3:25])([CH3:24])[CH3:23])=[O:20])=[O:13])[C@@H:6](O)[C:7]([O:9][CH3:10])=[O:8])[CH2:2][CH2:3][CH3:4].N1C=CC=CC=1.S(OS(C(F)(F)F)(=O)=O)(C(F)(F)[F:36])(=O)=O.[O-]S(C(F)(F)F)(=O)=O. The catalyst is C(Cl)Cl. The product is [CH2:1]([C@@H:5]([C:12]([N:14]1[CH2:18][CH2:17][CH2:16][C@H:15]1[C:19]([O:21][C:22]([CH3:25])([CH3:24])[CH3:23])=[O:20])=[O:13])[C@H:6]([F:36])[C:7]([O:9][CH3:10])=[O:8])[CH2:2][CH2:3][CH3:4]. The yield is 0.500.